Dataset: Reaction yield outcomes from USPTO patents with 853,638 reactions. Task: Predict the reaction yield, written as a fraction of the theoretical maximum amount of product (1.0 means a 100% yield; for example, 0.34 means a 34% yield). (1) The catalyst is C(O)C. The product is [OH:7][CH:6]([CH2:5][OH:4])[CH2:8][O:9][NH:10][C:11]([C:13]1[C:14]([NH:23][C:24]2[CH:29]=[CH:28][C:27]([Br:30])=[CH:26][C:25]=2[F:31])=[CH:15][C:16](=[O:22])[N:17]2[C:21]=1[CH2:20][CH2:19][CH2:18]2)=[O:12]. The yield is 0.173. The reactants are Cl.CC1(C)[O:7][CH:6]([CH2:8][O:9][NH:10][C:11]([C:13]2[C:14]([NH:23][C:24]3[CH:29]=[CH:28][C:27]([Br:30])=[CH:26][C:25]=3[F:31])=[CH:15][C:16](=[O:22])[N:17]3[C:21]=2[CH2:20][CH2:19][CH2:18]3)=[O:12])[CH2:5][O:4]1. (2) The reactants are [SH:1][C:2]1[NH:3][C:4](=[O:12])[CH:5]=[C:6]([S:10][CH3:11])[C:7]=1[C:8]#[N:9].[H-].[Na+].Br[CH2:16][C:17]([NH2:19])=[O:18]. The catalyst is CN(C=O)C. The product is [C:8]([C:7]1[C:6]([S:10][CH3:11])=[CH:5][C:4](=[O:12])[NH:3][C:2]=1[S:1][CH2:16][C:17]([NH2:19])=[O:18])#[N:9]. The yield is 0.699. (3) The reactants are [CH2:1]([O:3][C:4]([N:6]1[CH2:11][CH2:10][N:9]([C:12]([CH:14]([NH:20][C:21]([C:23]2[CH:32]=[C:31]([O:33][CH3:34])[C:30]3[C:25](=[CH:26][CH:27]=[CH:28][CH:29]=3)[N:24]=2)=[O:22])[CH2:15][CH2:16][C:17](O)=[O:18])=[O:13])[CH2:8][CH2:7]1)=[O:5])[CH3:2].Cl.[C:36]([O:40][C:41](=[O:44])[CH2:42][NH2:43])([CH3:39])([CH3:38])[CH3:37].CN(C)CCCN=C=NCC.ON1C2C=CC=CC=2N=N1.C(N(C(C)C)CC)(C)C. The catalyst is O1CCCC1. The product is [CH2:1]([O:3][C:4]([N:6]1[CH2:7][CH2:8][N:9]([C:12]([CH:14]([NH:20][C:21]([C:23]2[CH:32]=[C:31]([O:33][CH3:34])[C:30]3[C:25](=[CH:26][CH:27]=[CH:28][CH:29]=3)[N:24]=2)=[O:22])[CH2:15][CH2:16][C:17]([NH:43][CH2:42][C:41]([O:40][C:36]([CH3:39])([CH3:38])[CH3:37])=[O:44])=[O:18])=[O:13])[CH2:10][CH2:11]1)=[O:5])[CH3:2]. The yield is 0.350. (4) The reactants are [NH:1]([C:3]1[CH:8]=[C:7]([C:9]([OH:11])=[O:10])[CH:6]=[CH:5][N:4]=1)[NH2:2].O=[C:13]([CH3:20])[CH2:14][C:15](OCC)=[O:16]. The catalyst is CC(O)=O. The product is [OH:16][C:15]1[N:1]([C:3]2[CH:8]=[C:7]([CH:6]=[CH:5][N:4]=2)[C:9]([OH:11])=[O:10])[N:2]=[C:13]([CH3:20])[CH:14]=1. The yield is 0.160.